This data is from NCI-60 drug combinations with 297,098 pairs across 59 cell lines. The task is: Regression. Given two drug SMILES strings and cell line genomic features, predict the synergy score measuring deviation from expected non-interaction effect. Drug 1: CNC(=O)C1=NC=CC(=C1)OC2=CC=C(C=C2)NC(=O)NC3=CC(=C(C=C3)Cl)C(F)(F)F. Drug 2: C(CCl)NC(=O)N(CCCl)N=O. Cell line: SF-295. Synergy scores: CSS=6.22, Synergy_ZIP=-2.72, Synergy_Bliss=1.42, Synergy_Loewe=-3.11, Synergy_HSA=-1.27.